From a dataset of Full USPTO retrosynthesis dataset with 1.9M reactions from patents (1976-2016). Predict the reactants needed to synthesize the given product. (1) Given the product [CH2:11]([O:10][C:8]([C@H:5]1[CH2:6][CH2:7][C@@H:2]([NH:1][C:27]([CH:26]2[CH2:30][CH2:31][CH2:32][N:25]2[C:18]([O:20][C:21]([CH3:24])([CH3:23])[CH3:22])=[O:19])=[O:28])[CH2:3][CH2:4]1)=[O:9])[C:12]1[CH:13]=[CH:14][CH:15]=[CH:16][CH:17]=1, predict the reactants needed to synthesize it. The reactants are: [NH2:1][CH:2]1[CH2:7][CH2:6][CH:5]([C:8]([O:10][CH2:11][C:12]2[CH:17]=[CH:16][CH:15]=[CH:14][CH:13]=2)=[O:9])[CH2:4][CH2:3]1.[C:18]([N:25]1[CH2:32][CH2:31][CH2:30][C@H:26]1[C:27](O)=[O:28])([O:20][C:21]([CH3:24])([CH3:23])[CH3:22])=[O:19].C1C=CC2N(O)N=NC=2C=1.C(N(CC)CC)C.CCN=C=NCCCN(C)C.Cl. (2) The reactants are: [Cl:1][C:2]1[C:7]([NH:8][CH2:9][C:10]2([CH2:13][O:14][C:15]3[CH:20]=[CH:19][CH:18]=[CH:17][CH:16]=3)[CH2:12][CH2:11]2)=[CH:6][N:5]=[N:4][C:3]=1[NH:21][NH:22][C:23](=O)[CH2:24][CH:25]1[CH2:27][CH2:26]1.P(Cl)(Cl)(Cl)=O. Given the product [Cl:1][C:2]1[C:3]2[N:4]([C:23]([CH2:24][CH:25]3[CH2:27][CH2:26]3)=[N:22][N:21]=2)[N:5]=[CH:6][C:7]=1[NH:8][CH2:9][C:10]1([CH2:13][O:14][C:15]2[CH:20]=[CH:19][CH:18]=[CH:17][CH:16]=2)[CH2:12][CH2:11]1, predict the reactants needed to synthesize it. (3) Given the product [CH:1]1([C:4]2[C:6]3[C:7](=[CH:11][C:12]([O:15][CH3:16])=[CH:13][CH:14]=3)[C:8](=[O:9])[NH:19][N:18]=2)[CH2:3][CH2:2]1, predict the reactants needed to synthesize it. The reactants are: [CH:1]1([C:4]([C:6]2[CH:14]=[CH:13][C:12]([O:15][CH3:16])=[CH:11][C:7]=2[C:8](O)=[O:9])=O)[CH2:3][CH2:2]1.O.[NH2:18][NH2:19]. (4) Given the product [CH2:4]([C:3]1[CH:2]=[C:41]([N:42]([CH2:56][C:15]2[N:14]([C:17]([C:30]3[CH:31]=[CH:32][CH:33]=[CH:34][CH:35]=3)([C:18]3[CH:23]=[CH:22][CH:21]=[CH:20][CH:19]=3)[C:24]3[CH:25]=[CH:26][CH:27]=[CH:28][CH:29]=3)[N:13]=[C:12]([C:6]3[CH:11]=[CH:10][CH:9]=[CH:8][CH:7]=3)[N:16]=2)[C:43]2[CH:44]=[CH:45][C:46]([C:47]#[N:48])=[CH:49][CH:50]=2)[CH:40]=[CH:51][CH:52]=1)[CH3:5], predict the reactants needed to synthesize it. The reactants are: [Li][CH2:2][CH2:3][CH2:4][CH3:5].[C:6]1([C:12]2[N:16]=[CH:15][N:14]([C:17]([C:30]3[CH:35]=[CH:34][CH:33]=[CH:32][CH:31]=3)([C:24]3[CH:29]=[CH:28][CH:27]=[CH:26][CH:25]=3)[C:18]3[CH:23]=[CH:22][CH:21]=[CH:20][CH:19]=3)[N:13]=2)[CH:11]=[CH:10][CH:9]=[CH:8][CH:7]=1.C(C1C=[C:40]([CH:51]=[CH:52]C=1)/[CH:41]=[N:42]/[C:43]1[CH:50]=[CH:49][C:46]([C:47]#[N:48])=[CH:45][CH:44]=1)C.[Cl-].[NH4+].[CH2:56]1COCC1. (5) Given the product [N:72]1([C:81]2[CH:86]=[CH:85][N:84]=[CH:83][CH:82]=2)[CH2:77][CH2:76][CH:75]([CH2:78][CH2:79][NH:80][C:9]([C:11]2[C:15]([CH3:16])=[C:14]([NH:17][C:55](=[O:56])[C:54]3[CH:58]=[CH:59][CH:60]=[CH:61][C:53]=3[F:52])[N:13]([C:18]3[CH:19]=[CH:20][CH:21]=[CH:22][CH:23]=3)[N:12]=2)=[O:10])[CH2:74][CH2:73]1, predict the reactants needed to synthesize it. The reactants are: N1C=CC=N1.C(O[C:9]([C:11]1[C:15]([CH3:16])=[C:14]([NH2:17])[N:13]([C:18]2[CH:23]=[CH:22][CH:21]=[CH:20][CH:19]=2)[N:12]=1)=[O:10])C.C(OC(=O)C(=O)C(C#N)C)C.NC1N(C(OC(C)(C)C)=O)N=C(C(OC)=O)C=1.[F:52][C:53]1[CH:61]=[CH:60][CH:59]=[CH:58][C:54]=1[C:55](Cl)=[O:56].ClC1C=CC=CC=1C(Cl)=O.[N:72]1([C:81]2[CH:86]=[CH:85][N:84]=[CH:83][CH:82]=2)[CH2:77][CH2:76][CH:75]([CH2:78][CH2:79][NH2:80])[CH2:74][CH2:73]1.